Dataset: NCI-60 drug combinations with 297,098 pairs across 59 cell lines. Task: Regression. Given two drug SMILES strings and cell line genomic features, predict the synergy score measuring deviation from expected non-interaction effect. (1) Drug 1: C1CCN(CC1)CCOC2=CC=C(C=C2)C(=O)C3=C(SC4=C3C=CC(=C4)O)C5=CC=C(C=C5)O. Drug 2: COC1=C2C(=CC3=C1OC=C3)C=CC(=O)O2. Cell line: MDA-MB-435. Synergy scores: CSS=-3.92, Synergy_ZIP=6.57, Synergy_Bliss=7.71, Synergy_Loewe=-0.290, Synergy_HSA=-1.19. (2) Cell line: BT-549. Synergy scores: CSS=-2.01, Synergy_ZIP=0.620, Synergy_Bliss=2.56, Synergy_Loewe=0.639, Synergy_HSA=0.830. Drug 2: C1=CN(C=N1)CC(O)(P(=O)(O)O)P(=O)(O)O. Drug 1: CC1=C2C(C(=O)C3(C(CC4C(C3C(C(C2(C)C)(CC1OC(=O)C(C(C5=CC=CC=C5)NC(=O)OC(C)(C)C)O)O)OC(=O)C6=CC=CC=C6)(CO4)OC(=O)C)O)C)O.